Dataset: Full USPTO retrosynthesis dataset with 1.9M reactions from patents (1976-2016). Task: Predict the reactants needed to synthesize the given product. (1) Given the product [F:10][C:8]1[CH:7]=[C:6]([C:11]2[N:12]([CH3:17])[C:13]([S:16][CH3:1])=[N:14][N:15]=2)[CH:5]=[C:4]([F:3])[CH:9]=1, predict the reactants needed to synthesize it. The reactants are: [CH3:1]I.[F:3][C:4]1[CH:5]=[C:6]([C:11]2[N:12]([CH3:17])[C:13](=[S:16])[NH:14][N:15]=2)[CH:7]=[C:8]([F:10])[CH:9]=1.[OH-].[Na+]. (2) Given the product [F:1][C:2]1[CH:7]=[CH:6][C:5]([NH:8][C:9]2[C:10]3[C:17]([CH3:18])=[C:16]([C:19]([NH2:32])=[O:20])[S:15][C:11]=3[N:12]=[CH:13][N:14]=2)=[C:4]([O:22][C@H:23]2[CH2:28][CH2:27][CH2:26][CH2:25][C@@H:24]2[OH:29])[CH:3]=1, predict the reactants needed to synthesize it. The reactants are: [F:1][C:2]1[CH:7]=[CH:6][C:5]([NH:8][C:9]2[C:10]3[C:17]([CH3:18])=[C:16]([C:19](O)=[O:20])[S:15][C:11]=3[N:12]=[CH:13][N:14]=2)=[C:4]([O:22][C@H:23]2[CH2:28][CH2:27][CH2:26][CH2:25][C@@H:24]2[OH:29])[CH:3]=1.N.C[N:32](C(ON1N=NC2C=CC=NC1=2)=[N+](C)C)C.F[P-](F)(F)(F)(F)F.CCN(C(C)C)C(C)C. (3) Given the product [F:24][C:19]1[CH:20]=[N:21][CH:22]=[CH:23][C:18]=1[C:4]1[CH:3]=[C:2]([N:29]2[CH2:30][CH2:31][N:26]([CH3:25])[CH2:27][CH2:28]2)[N:7]=[N:6][C:5]=1[C:8]1[CH:17]=[CH:16][C:15]2[C:10](=[CH:11][CH:12]=[CH:13][CH:14]=2)[CH:9]=1, predict the reactants needed to synthesize it. The reactants are: Br[C:2]1[N:7]=[N:6][C:5]([C:8]2[CH:17]=[CH:16][C:15]3[C:10](=[CH:11][CH:12]=[CH:13][CH:14]=3)[CH:9]=2)=[C:4]([C:18]2[CH:23]=[CH:22][N:21]=[CH:20][C:19]=2[F:24])[CH:3]=1.[CH3:25][N:26]1[CH2:31][CH2:30][NH:29][CH2:28][CH2:27]1. (4) Given the product [Br:1][C:2]1[CH:7]=[CH:6][C:5]([NH:8][C:9]2[C:10]([C:19]([NH:40][NH2:41])=[O:20])=[N:11][C:12]3[N:13]([N:16]=[CH:17][CH:18]=3)[C:14]=2[F:15])=[C:4]([F:22])[CH:3]=1, predict the reactants needed to synthesize it. The reactants are: [Br:1][C:2]1[CH:7]=[CH:6][C:5]([NH:8][C:9]2[C:10]([C:19](O)=[O:20])=[N:11][C:12]3[N:13]([N:16]=[CH:17][CH:18]=3)[C:14]=2[F:15])=[C:4]([F:22])[CH:3]=1.CCN=C=NCCCN(C)C.C1C=CC2N(O)[N:41]=[N:40]C=2C=1.NN.CCN(CC)CC. (5) Given the product [CH3:20][N:7]1[C:8](=[O:19])[C:9]2[N:10]([CH2:11][O:12][CH2:13][CH2:14][Si:15]([CH3:18])([CH3:17])[CH3:16])[C:2]([NH:28][C:27]3[CH:29]=[CH:30][CH:31]=[C:25]([C:24]([F:23])([F:32])[F:33])[CH:26]=3)=[N:3][C:4]=2[N:5]([CH3:22])[C:6]1=[O:21], predict the reactants needed to synthesize it. The reactants are: Br[C:2]1[N:10]([CH2:11][O:12][CH2:13][CH2:14][Si:15]([CH3:18])([CH3:17])[CH3:16])[C:9]2[C:8](=[O:19])[N:7]([CH3:20])[C:6](=[O:21])[N:5]([CH3:22])[C:4]=2[N:3]=1.[F:23][C:24]([F:33])([F:32])[C:25]1[CH:26]=[C:27]([CH:29]=[CH:30][CH:31]=1)[NH2:28].CC(C)([O-])C.[K+]. (6) Given the product [NH2:16][C:17]1[C:18]([C:19](=[O:20])[NH:9][CH2:8][C:7]2[CH:10]=[C:3]([Cl:2])[CH:4]=[CH:5][C:6]=2[S:11]([CH2:14][CH3:15])(=[O:13])=[O:12])=[CH:22][C:23]([Br:47])=[C:24]([CH:25]=1)[N:26]([CH:27]1[CH2:32][CH2:31][N:30]([C:33]([O:35][C:36]([CH3:38])([CH3:37])[CH3:39])=[O:34])[CH2:29][CH2:28]1)[C:40]([O:42][C:43]([CH3:44])([CH3:46])[CH3:45])=[O:41], predict the reactants needed to synthesize it. The reactants are: Cl.[Cl:2][C:3]1[CH:4]=[CH:5][C:6]([S:11]([CH2:14][CH3:15])(=[O:13])=[O:12])=[C:7]([CH:10]=1)[CH2:8][NH2:9].[NH2:16][C:17]1[CH:25]=[C:24]([N:26]([C:40]([O:42][C:43]([CH3:46])([CH3:45])[CH3:44])=[O:41])[CH:27]2[CH2:32][CH2:31][N:30]([C:33]([O:35][C:36]([CH3:39])([CH3:38])[CH3:37])=[O:34])[CH2:29][CH2:28]2)[C:23]([Br:47])=[CH:22][C:18]=1[C:19](O)=[O:20].CN(C(ON1N=NC2C=CC=CC1=2)=[N+](C)C)C.F[P-](F)(F)(F)(F)F. (7) Given the product [Cl:25][C:24]1[C:19]([CH3:18])=[N:20][C:21]2[N:22]([N:27]=[CH:28][N:29]=2)[C:23]=1[NH:17][C@H:15]([C:12]1[CH:13]=[CH:14][C:9]([F:8])=[CH:10][CH:11]=1)[CH3:16], predict the reactants needed to synthesize it. The reactants are: C(N(CC)CC)C.[F:8][C:9]1[CH:14]=[CH:13][C:12]([C@@H:15]([NH2:17])[CH3:16])=[CH:11][CH:10]=1.[CH3:18][C:19]1[C:24]([Cl:25])=[C:23](Cl)[N:22]2[N:27]=[CH:28][N:29]=[C:21]2[N:20]=1. (8) Given the product [C:4]([N:53]([CH2:52][CH2:51][NH2:54])[C:36](=[O:37])[C@H:14]([CH2:15][S:16][C:17]([C:24]1[CH:29]=[CH:28][CH:27]=[CH:26][CH:25]=1)([C:18]1[CH:23]=[CH:22][CH:21]=[CH:20][CH:19]=1)[C:30]1[CH:31]=[CH:32][CH:33]=[CH:34][CH:35]=1)[NH2:13])([O:40][C:39]([CH3:46])([CH3:56])[CH3:41])=[O:5], predict the reactants needed to synthesize it. The reactants are: CN([CH:4]=[O:5])C.C([NH:13][C@H:14]([C:36](O)=[O:37])[CH2:15][S:16][C:17]([C:30]1[CH:35]=[CH:34][CH:33]=[CH:32][CH:31]=1)([C:24]1[CH:29]=[CH:28][CH:27]=[CH:26][CH:25]=1)[C:18]1[CH:23]=[CH:22][CH:21]=[CH:20][CH:19]=1)(OC(C)(C)C)=O.[C:39]([C:46]1NC=CN=1)([C:41]1NC=CN=1)=[O:40].[CH2:51]([NH2:54])[CH2:52][NH2:53].Cl[CH2:56]Cl.